This data is from Forward reaction prediction with 1.9M reactions from USPTO patents (1976-2016). The task is: Predict the product of the given reaction. Given the reactants C(OC([N:8]([CH3:18])[C@@H:9]([CH2:13][C:14]([CH3:17])([CH3:16])C)[C:10]([OH:12])=O)=O)(C)(C)C.[F:19][C:20]([F:37])([F:36])[C:21]1[CH:26]=[CH:25][C:24]([N:27]2[CH2:31][C@@H:30]3[C@@H:32]([NH2:35])[CH2:33][CH2:34][C@@H:29]3[CH2:28]2)=[CH:23][CH:22]=1.FC(F)(F)C1N=C(N2C[C@@H]3[C@@H](N)CC[C@@H]3C2)C=CC=1, predict the reaction product. The product is: [CH3:18][NH:8][C@@H:9]([C:10]([NH:35][C@@H:32]1[C@@H:30]2[C@@H:29]([CH2:28][N:27]([C:24]3[CH:23]=[CH:22][C:21]([C:20]([F:37])([F:19])[F:36])=[CH:26][CH:25]=3)[CH2:31]2)[CH2:34][CH2:33]1)=[O:12])[CH2:13][CH:14]([CH3:16])[CH3:17].